From a dataset of Retrosynthesis with 50K atom-mapped reactions and 10 reaction types from USPTO. Predict the reactants needed to synthesize the given product. (1) Given the product CC(C)c1nc2c(n1Cc1ccc(Cl)c(Cl)c1)C(O)CCCC2, predict the reactants needed to synthesize it. The reactants are: CC(C)c1nc2c(n1Cc1ccc(Cl)c(Cl)c1)C(=O)CCCC2. (2) Given the product COc1ccccc1-c1nnc(CCN)o1, predict the reactants needed to synthesize it. The reactants are: COc1ccccc1-c1nnc(CCNC(=O)OC(C)(C)C)o1. (3) The reactants are: COC(=O)c1cccc(N)c1.CS(=O)(=O)Cl. Given the product COC(=O)c1cccc(NS(C)(=O)=O)c1, predict the reactants needed to synthesize it. (4) The reactants are: CC(C)(C)OC(=O)NC(C)(C)C(=O)O.Cc1ccc(-c2ccc(S(=O)(=O)Nc3cc(N)ccc3Cl)cc2F)o1. Given the product Cc1ccc(-c2ccc(S(=O)(=O)Nc3cc(NC(=O)C(C)(C)NC(=O)OC(C)(C)C)ccc3Cl)cc2F)o1, predict the reactants needed to synthesize it. (5) Given the product O=c1ccc2ccc(=O)n3c2n1C[C@H]3CN1CCC(NCc2ccc3c(c2)OCC3)CC1, predict the reactants needed to synthesize it. The reactants are: NC1CCN(C[C@@H]2Cn3c(=O)ccc4ccc(=O)n2c43)CC1.O=Cc1ccc2c(c1)OCC2. (6) Given the product COc1ccc(C(=O)N[C@H](C(=O)N2CCC[C@H]2C(=O)NC(C(C)C)C(O)C(F)(F)F)C(C)C)cc1, predict the reactants needed to synthesize it. The reactants are: CC(C)C(N)C(O)C(F)(F)F.COc1ccc(C(=O)N[C@H](C(=O)N2CCC[C@H]2C(=O)O)C(C)C)cc1. (7) Given the product O=c1cc(OCc2ccc(C(F)(F)F)nn2)ccn1-c1ccc2c3c(oc2c1)CCNC3, predict the reactants needed to synthesize it. The reactants are: CC(C)(C)OC(=O)N1CCc2oc3cc(-n4ccc(OCc5ccc(C(F)(F)F)nn5)cc4=O)ccc3c2C1.